From a dataset of Drug-target binding data from BindingDB using IC50 measurements. Regression. Given a target protein amino acid sequence and a drug SMILES string, predict the binding affinity score between them. We predict pIC50 (pIC50 = -log10(IC50 in M); higher means more potent). Dataset: bindingdb_ic50. (1) The compound is O=C(CCc1ccccc1)N(Cc1nc2c(c(=O)[nH]1)COCC2)Cc1nccs1. The pIC50 is 4.9. The target protein sequence is APEDKEYQSVEEEMQSTIREHRDGGNAGGIFNRYNVIRIQKVVNKKLRERFCHRQKEVSEENHNHHNERMLFHGSPFINAIIHKGFDERHAYIGGMFGAGIYFAENSSKSNQYVYGIGGGTGCPTHKDRSCYICHRQMLFCRVTLGKSFLQFSTMKMAHAPPGHHSVIGRPSVNGLAYAEYVIYRGEQAYPEYLITYQIMKPEAPS. (2) The small molecule is OC[C@H]1O[C@@H](n2c(N3CCc4ccccc43)nc3c(N4CCc5ccccc54)ncnc32)[C@H](O)[C@@H]1O. The target protein (P55263) has sequence MAAAEEEPKPKKLKVEAPQALRENILFGMGNPLLDISAVVDKDFLDKYSLKPNDQILAEDKHKELFDELVKKFKVEYHAGGSTQNSIKVAQWMIQQPHKAATFFGCIGIDKFGEILKRKAAEAHVDAHYYEQNEQPTGTCAACITGDNRSLIANLAAANCYKKEKHLDLEKNWMLVEKARVCYIAGFFLTVSPESVLKVAHHASENNRIFTLNLSAPFISQFYKESLMKVMPYVDILFGNETEAATFAREQGFETKDIKEIAKKTQALPKMNSKRQRIVIFTQGRDDTIMATESEVTAFAVLDQDQKEIIDTNGAGDAFVGGFLSQLVSDKPLTECIRAGHYAASIIIRRTGCTFPEKPDFH. The pIC50 is 5.7. (3) The compound is CC(NC(=O)c1ccccc1C(F)(F)F)c1nnc(SCCOc2ccc(F)cc2)n1Cc1ccc(F)cc1. The target protein (P9WPA7) has sequence MSRLSEPSPYVEFDRRQWRALRMSTPLALTEEELVGLRGLGEQIDLLEVEEVYLPLARLIHLQVAARQRLFAATAEFLGEPQQNPDRPVPFIIGVAGSVAVGKSTTARVLQALLARWDHHPRVDLVTTDGFLYPNAELQRRNLMHRKGFPESYNRRALMRFVTSVKSGSDYACAPVYSHLHYDIIPGAEQVVRHPDILILEGLNVLQTGPTLMVSDLFDFSLYVDARIEDIEQWYVSRFLAMRTTAFADPESHFHHYAAFSDSQAVVAAREIWRTINRPNLVENILPTRPRATLVLRKDADHSINRLRLRKL. The pIC50 is 7.3. (4) The pIC50 is 7.3. The target protein (P16499) has sequence MGEVTAEEVEKFLDSNIGFAKQYYNLHYRAKLISDLLGAKEAAVDFSNYHSPSSMEESEIIFDLLRDFQENLQTEKCIFNVMKKLCFLLQADRMSLFMYRTRNGIAELATRLFNVHKDAVLEDCLVMPDQEIVFPLDMGIVGHVAHSKKIANVPNTEEDEHFCDFVDILTEYKTKNILASPIMNGKDVVAIIMAVNKVDGSHFTKRDEEILLKYLNFANLIMKVYHLSYLHNCETRRGQILLWSGSKVFEELTDIERQFHKALYTVRAFLNCDRYSVGLLDMTKQKEFFDVWPVLMGEVPPYSGPRTPDGREINFYKVIDYILHGKEDIKVIPNPPPDHWALVSGLPAYVAQNGLICNIMNAPAEDFFAFQKEPLDESGWMIKNVLSMPIVNKKEEIVGVATFYNRKDGKPFDEMDETLMESLTQFLGWSVLNPDTYESMNKLENRKDIFQDIVKYHVKCDNEEIQKILKTREVYGKEPWECEEEELAEILQAELPDADK.... The drug is CCCOCCn1c(=O)c(NCC(=O)O)nc2cnc(-c3ccc(OC)nc3)cc21. (5) The drug is C[C@]1(Cn2ccnn2)[C@H](C(=O)O)N2C(=O)C[C@H]2S1(=O)=O. The target protein (P05193) has sequence MMKKSICCALLLTASFSTFAAAKTEQQIADIVNRTITPLMQEQAIPGMAVAIIYEGKPYYFTWGKADIANNHPVTQQTLFELGSVSKTFNGVLGGDRIARGEIKLSDPVTKYWPELTGKQWRGISLLHLATYTAGGLPLQIPGDVTDKAELLRFYQNWQPQWTPGAKRLYANSSIGLFGALAVKSSGMSYEEAMTRRVLQPLKLAHTWITVPQSEQKNYAWGYLEGKPVHVSPGQLDAEAYGVKSSVIDMARWVQANMDASHVQEKTLQQGIELAQSRYWRIGDMYQGLGWEMLNWPLKADSIINGSDSKVALAALPAVEVNPPAPAVKASWVHKTGSTGGFGSYVAFVPEKNLGIVMLANKSYPNPARVEAAWRILEKLQ. The pIC50 is 6.8. (6) The compound is CSCC[C@H](NC(=O)[C@H](Cc1ccccc1)NC(=O)[C@H](C)NC(=O)[C@@H](N)Cc1ccc(O)cc1)C(=O)N[C@H](CCCNC(=N)N)C(=O)N[C@@H](CCCNC(=N)N)C(=O)N1CCC[C@H]1C(=O)N1CC(O)CC1C(=O)NCC(=O)NC(Cc1cccs1)C(=O)N[C@@H](CO)C(=O)N1Cc2ccccc2C[C@@H]1C(=O)N1C(C(=O)N[C@@H](CCCNC(=N)N)C(=O)O)CC2CCCCC21. The target protein (O70526) has sequence MFNITSQVSALNATLAQGNSCLDAEWWSWLNTIQAPFLWVLFVLAVLENIFVLSVFFLHKSSCTVAEIYLGNLAVADLILAFGLPFWAITIANNFDWLFGEVLCRMVNTMIQMNMYSSICFLMLVSIDRYLALVKTMSMGRMRGVRWAKLYSLVIWGCALLLSSPMLVFRTMKDYRDEGHNVTACLIIYPSLTWQVFTNVLLNLVGFLLPLSIITFCTVQIMQVLRNNEMQKFKEIQTERRATVLVLAVLLLFVVCWLPFQIGTFLDTLRLLGFLPGCWEHVIDLITQISSYLAYSNSCLNPLVYVIVGKRFRKKSREVYHGLCRSGGCVSEPAQSENSMGTLRTSISVDRQIHKLQDWARSSSEGTPPGLL. The pIC50 is 8.7. (7) The target protein sequence is MANSASPEQNQNHCSVINNSIPLMQGNLPTLTLSGKIRVTVTFFLFLLSATFNASFLLKLQKWTQKKEKEKKLSRMKLLLKHLTLANLLETLIVMPLDGMWNITVQWYAGEFLCKVLSYLKLFSMYAPAFMMVVISLDRSLAITRPLALKSSSKLGQSMVGLAWILSSVFAGPQLYIFRMIHLADSSGQTKVFSQCVTHCSFPQWWHQAFYNFFTFSCLFIIPLLIMLICNAKIIFTLTRVLHQDPHKLQLNQSKNNIPRARLKTLKMTVAFATSFTVCWTPYYVLGIWYWFDPEMLNRVSDPVNHFFFLFAFLNPCFDPLIYGYFSL. The pIC50 is 8.5. The drug is CCOCCN(C)Cc1c(-c2ccc(NC(=O)NOC)cc2)sc2c1c(=O)n(-c1ccccn1)c(=O)n2Cc1c(F)cccc1F.